From a dataset of Full USPTO retrosynthesis dataset with 1.9M reactions from patents (1976-2016). Predict the reactants needed to synthesize the given product. (1) Given the product [C:11]([O:15][C:16]([NH:18][CH:19]1[CH2:20][CH2:21][C:22](=[O:25])[CH2:23][CH2:24]1)=[O:17])([CH3:14])([CH3:12])[CH3:13], predict the reactants needed to synthesize it. The reactants are: CS(C)=O.C(Cl)(=O)C(Cl)=O.[C:11]([O:15][C:16]([NH:18][C@H:19]1[CH2:24][CH2:23][C@H:22]([OH:25])[CH2:21][CH2:20]1)=[O:17])([CH3:14])([CH3:13])[CH3:12].C(=O)(O)[O-].[Na+]. (2) Given the product [NH2:5][C@H:6]([C:12]([OH:14])=[O:13])[CH2:7][CH2:8][C:9]([NH:10][CH2:15][CH3:16])=[O:11], predict the reactants needed to synthesize it. The reactants are: B(O)(O)O.[NH2:5][C@H:6]([C:12]([OH:14])=[O:13])[CH2:7][CH2:8][C:9](=[O:11])[NH2:10].[CH2:15](N)[CH3:16]. (3) Given the product [OH:28][CH:27]([CH:29]=[CH2:30])[CH:13]([C:12]([O:21][CH:22]([CH:25]=[CH2:26])[CH:23]=[CH2:24])=[O:11])[CH2:14][CH2:15][CH2:16][CH2:17][C:18]([OH:20])=[O:19], predict the reactants needed to synthesize it. The reactants are: [Li+].C[Si]([N-][Si](C)(C)C)(C)C.[O:11]=[C:12]([O:21][CH:22]([CH:25]=[CH2:26])[CH:23]=[CH2:24])[CH2:13][CH2:14][CH2:15][CH2:16][CH2:17][C:18]([OH:20])=[O:19].[CH:27]([CH:29]=[CH2:30])=[O:28]. (4) Given the product [Br:1][C:2]1[CH:3]=[C:4]([CH3:14])[C:5]([O:6][CH2:7][C:8]([NH:15][C:16]2[CH:17]=[CH:18][C:19]([S:34]([CH2:37][CH3:38])(=[O:36])=[O:35])=[C:20]([CH:33]=2)[CH2:21][NH:22][C:23](=[O:32])[O:24][CH2:25][C:26]2[CH:31]=[CH:30][CH:29]=[CH:28][CH:27]=2)=[O:10])=[C:11]([CH3:13])[CH:12]=1, predict the reactants needed to synthesize it. The reactants are: [Br:1][C:2]1[CH:12]=[C:11]([CH3:13])[C:5]([O:6][CH2:7][C:8]([OH:10])=O)=[C:4]([CH3:14])[CH:3]=1.[NH2:15][C:16]1[CH:17]=[CH:18][C:19]([S:34]([CH2:37][CH3:38])(=[O:36])=[O:35])=[C:20]([CH:33]=1)[CH2:21][NH:22][C:23](=[O:32])[O:24][CH2:25][C:26]1[CH:31]=[CH:30][CH:29]=[CH:28][CH:27]=1.O=P(Cl)(Cl)Cl. (5) Given the product [C:16]([C:14]1[S:15][C:11]([CH2:10][N:9]([CH2:8][C:6]2[NH:7][C:2](=[O:1])[C:3]3[CH2:21][O:20][CH2:19][CH2:18][C:4]=3[N:5]=2)[C:36](=[O:37])[CH2:35][N:32]2[CH2:33][CH2:34][CH:29]([C:27](=[O:28])[C:26]3[CH:25]=[CH:24][C:23]([F:22])=[CH:40][CH:39]=3)[CH2:30][CH2:31]2)=[CH:12][CH:13]=1)#[N:17], predict the reactants needed to synthesize it. The reactants are: [O:1]=[C:2]1[NH:7][C:6]([CH2:8][NH:9][CH2:10][C:11]2[S:15][C:14]([C:16]#[N:17])=[CH:13][CH:12]=2)=[N:5][C:4]2[CH2:18][CH2:19][O:20][CH2:21][C:3]1=2.[F:22][C:23]1[CH:40]=[CH:39][C:26]([C:27]([CH:29]2[CH2:34][CH2:33][N:32]([CH2:35][C:36](O)=[O:37])[CH2:31][CH2:30]2)=[O:28])=[CH:25][CH:24]=1.CC#N.O.